This data is from Reaction yield outcomes from USPTO patents with 853,638 reactions. The task is: Predict the reaction yield, written as a fraction of the theoretical maximum amount of product (1.0 means a 100% yield; for example, 0.34 means a 34% yield). (1) The reactants are [C:1]([C:4]1[CH:9]=[CH:8][C:7]([C:10]([CH3:14])([CH3:13])[C:11]#[N:12])=[C:6]([CH3:15])[CH:5]=1)(=O)[CH3:2].[BH4-].[Na+].O.[NH3:19]. The catalyst is CO.CC(C)[O-].[Ti+4].CC(C)[O-].CC(C)[O-].CC(C)[O-]. The product is [NH2:19][CH:1]([C:4]1[CH:9]=[CH:8][C:7]([C:10]([CH3:14])([CH3:13])[C:11]#[N:12])=[C:6]([CH3:15])[CH:5]=1)[CH3:2]. The yield is 0.750. (2) The reactants are Cl[C:2]1[CH:7]=[C:6]([O:8][CH3:9])[N:5]=[CH:4][C:3]=1[C:10]1[N:11]([CH2:23][CH2:24][OH:25])[CH:12]=[C:13]([C:15]2[N:16]([CH:20]([CH3:22])[CH3:21])[N:17]=[CH:18][N:19]=2)[N:14]=1.[H-].[Na+]. The catalyst is CN(C=O)C. The product is [CH:20]([N:16]1[C:15]([C:13]2[N:14]=[C:10]3[N:11]([CH2:23][CH2:24][O:25][C:2]4[CH:7]=[C:6]([O:8][CH3:9])[N:5]=[CH:4][C:3]=43)[CH:12]=2)=[N:19][CH:18]=[N:17]1)([CH3:22])[CH3:21]. The yield is 0.790. (3) The reactants are [CH:1]1([S:5](Cl)(=[O:7])=[O:6])[CH2:4][CH2:3][CH2:2]1.[F:9][C:10]1[C:15]([F:16])=[C:14]([NH:17][C:18]2[CH:23]=[CH:22][C:21]([I:24])=[CH:20][C:19]=2[F:25])[C:13]([NH2:26])=[C:12]([O:27][CH3:28])[CH:11]=1. The yield is 0.750. The product is [F:16][C:15]1[C:14]([NH:17][C:18]2[CH:23]=[CH:22][C:21]([I:24])=[CH:20][C:19]=2[F:25])=[C:13]([NH:26][S:5]([CH:1]2[CH2:4][CH2:3][CH2:2]2)(=[O:7])=[O:6])[C:12]([O:27][CH3:28])=[CH:11][C:10]=1[F:9]. No catalyst specified. (4) The reactants are Cl[S:2]([N:5]=[C:6]=[O:7])(=[O:4])=[O:3].[Cl:8][C:9]1[CH:14]=[CH:13][C:12]([C:15]2[CH:19]([C:20]3[CH:25]=[CH:24][CH:23]=[CH:22][CH:21]=3)[CH2:18][NH:17][N:16]=2)=[CH:11][CH:10]=1.[CH3:26][NH:27][CH3:28]. The catalyst is ClCCl. The product is [Cl:8][C:9]1[CH:10]=[CH:11][C:12]([C:15]2[CH:19]([C:20]3[CH:21]=[CH:22][CH:23]=[CH:24][CH:25]=3)[CH2:18][N:17]([C:6]([NH:5][S:2]([N:27]([CH3:28])[CH3:26])(=[O:4])=[O:3])=[O:7])[N:16]=2)=[CH:13][CH:14]=1. The yield is 0.580. (5) The reactants are [CH3:1][CH:2]([CH3:9])[C:3](=[O:8])[CH2:4][C:5]([OH:7])=[O:6]. The yield is 0.800. The product is [OH:6][C:5]1[CH:4]=[C:3]([CH:2]([CH3:9])[CH3:1])[O:6][C:5](=[O:7])[C:4]=1[C:3](=[O:8])[CH:2]([CH3:9])[CH3:1]. The catalyst is C1COCC1. (6) The reactants are Br[CH:2]([C:9](=[O:14])[C:10]([CH3:13])([CH3:12])[CH3:11])[C:3](=O)[C:4]([CH3:7])([CH3:6])[CH3:5].[NH2:15][C:16]([NH2:18])=[S:17].C(=O)([O-])O.[Na+]. The catalyst is C(O)C. The product is [NH2:18][C:16]1[S:17][C:2]([C:9](=[O:14])[C:10]([CH3:13])([CH3:12])[CH3:11])=[C:3]([C:4]([CH3:7])([CH3:6])[CH3:5])[N:15]=1. The yield is 0.945.